Dataset: Forward reaction prediction with 1.9M reactions from USPTO patents (1976-2016). Task: Predict the product of the given reaction. (1) Given the reactants [Cl:1][C:2]1[CH:7]=[CH:6][C:5]([CH2:8][OH:9])=[CH:4][C:3]=1[O:10][CH2:11][CH3:12].C1C=C[NH+]=CC=1.[O-][Cr](Cl)(=O)=O, predict the reaction product. The product is: [Cl:1][C:2]1[CH:7]=[CH:6][C:5]([CH:8]=[O:9])=[CH:4][C:3]=1[O:10][CH2:11][CH3:12]. (2) Given the reactants N(/C(OC(C)C)=O)=N\C(OC(C)C)=O.[N:15]1([C:21]2[N:22]=[CH:23][C:24]([CH2:27]O)=[N:25][CH:26]=2)[CH2:20][CH2:19][CH2:18][CH2:17][CH2:16]1.[Cl:29][C:30]1[C:31]2[C:32](=[N:36][NH:37][CH:38]=2)[N:33]=[CH:34][N:35]=1.C1(P(C2C=CC=CC=2)C2C=CC=CC=2)C=CC=CC=1, predict the reaction product. The product is: [Cl:29][C:30]1[C:31]2[C:32](=[N:36][N:37]([CH2:27][C:24]3[CH:23]=[N:22][C:21]([N:15]4[CH2:20][CH2:19][CH2:18][CH2:17][CH2:16]4)=[CH:26][N:25]=3)[CH:38]=2)[N:33]=[CH:34][N:35]=1. (3) Given the reactants Cl[CH2:2]CC[Si](C)(Cl)Cl.ClCCC[Si](Cl)(Cl)Cl.[Cl:17][CH2:18][CH2:19][CH2:20][Si:21]([CH3:26])([CH:24]=[CH2:25])[CH:22]=[CH2:23], predict the reaction product. The product is: [Cl:17][CH2:18][CH2:19][CH2:20][Si:21]([CH:26]=[CH2:2])([CH:24]=[CH2:25])[CH:22]=[CH2:23]. (4) Given the reactants [CH3:1][C:2]1[NH:3][C:4]2[C:9]([CH:10]=1)=[CH:8][C:7]([NH2:11])=[CH:6][CH:5]=2.C(OC([NH:19][CH2:20][C:21]1[CH:26]=[CH:25][C:24]([CH2:27][C@H:28]([NH:32]C(OCC2C3C=CC=CC=3C3C2=CC=CC=3)=O)[C:29](O)=[O:30])=[CH:23][CH:22]=1)=O)(C)(C)C.[N:50]([C:53]1[CH:65]=[CH:64][C:63]2[C:62]3[C:57](=[CH:58][CH:59]=[CH:60][CH:61]=3)[CH2:56][C:55]=2[CH:54]=1)=[C:51]=[O:52], predict the reaction product. The product is: [NH2:19][CH2:20][C:21]1[CH:26]=[CH:25][C:24]([CH2:27][C@H:28]([NH:32][C:51]([NH:50][C:53]2[CH:65]=[CH:64][C:63]3[C:62]4[C:57](=[CH:58][CH:59]=[CH:60][CH:61]=4)[CH2:56][C:55]=3[CH:54]=2)=[O:52])[C:29]([NH:11][C:7]2[CH:8]=[C:9]3[C:4](=[CH:5][CH:6]=2)[NH:3][C:2]([CH3:1])=[CH:10]3)=[O:30])=[CH:23][CH:22]=1. (5) The product is: [CH3:46][C:43]([CH3:44])([O:42][C:40]([NH:8][C@H:7]([CH2:9][C:10]1[CH:15]=[C:14]([F:16])[C:13]([Br:17])=[CH:12][C:11]=1[F:18])[CH2:6][C:47]([OH:50])=[O:49])=[O:41])[CH3:45]. Given the reactants COC1[C@H](C(C)C)N=[C:6](OC)[C@@H:7]([CH2:9][C:10]2[CH:15]=[C:14]([F:16])[C:13]([Br:17])=[CH:12][C:11]=2[F:18])[N:8]=1.Cl.C(N(CC)CC)C.[C:43]([O:42][C:40](O[C:40]([O:42][C:43]([CH3:46])([CH3:45])[CH3:44])=[O:41])=[O:41])([CH3:46])([CH3:45])[CH3:44].[C:47]([O:50]CC)(=[O:49])C, predict the reaction product. (6) Given the reactants [N+:1]([C:4]1[CH:17]=[CH:16][C:7]([O:8][CH2:9][CH2:10][N:11]2[CH:15]=[CH:14][N:13]=[CH:12]2)=[CH:6][CH:5]=1)([O-])=O.[Cl-].[Ca+2].[Cl-], predict the reaction product. The product is: [N:11]1([CH2:10][CH2:9][O:8][C:7]2[CH:16]=[CH:17][C:4]([NH2:1])=[CH:5][CH:6]=2)[CH:15]=[CH:14][N:13]=[CH:12]1. (7) Given the reactants [Al](C)(C)C.C(O[C:8]([C:10]1[C:15]([NH:16][C:17]([O:19][C:20]([CH3:23])([CH3:22])[CH3:21])=[O:18])=[CH:14][CH:13]=[C:12]([C:24](C)(C)[O:25][SiH2]C(C)(C)C)[N:11]=1)=[O:9])C.[NH2:33][C:34]1[S:35][CH:36]=[C:37]([CH3:39])[N:38]=1, predict the reaction product. The product is: [C:20]([O:19][C:17](=[O:18])[NH:16][C:15]1[C:10]([C:8](=[O:9])[NH:33][C:34]2[S:35][CH:36]=[C:37]([CH3:39])[N:38]=2)=[N:11][C:12]([CH2:24][OH:25])=[CH:13][CH:14]=1)([CH3:21])([CH3:22])[CH3:23]. (8) Given the reactants C([O:5][C:6]([N:8]1[CH2:13][CH:12]=[C:11]([B:14]2[O:18][C:17]([CH3:20])([CH3:19])[C:16]([CH3:22])([CH3:21])[O:15]2)[CH2:10][CH2:9]1)=O)(C)(C)C.CC1(C)C(C)(C)OB(C2CC[NH:34]CC=2)O1.C(O)(C(F)(F)F)=O, predict the reaction product. The product is: [CH3:21][C:16]1([CH3:22])[C:17]([CH3:20])([CH3:19])[O:18][B:14]([C:11]2[CH2:10][CH2:9][N:8]([C:6]([NH2:34])=[O:5])[CH2:13][CH:12]=2)[O:15]1. (9) The product is: [CH3:25][CH:24]1[CH2:23][CH2:22][N:1]([CH:4]2[CH2:9][CH2:8][N:7]([C:10]([O:12][CH2:13][C:14]3[CH:19]=[CH:18][CH:17]=[CH:16][CH:15]=3)=[O:11])[CH2:6][CH2:5]2)[C:2](=[O:3])[NH:26]1. Given the reactants [N:1]([CH:4]1[CH2:9][CH2:8][N:7]([C:10]([O:12][CH2:13][C:14]2[CH:19]=[CH:18][CH:17]=[CH:16][CH:15]=2)=[O:11])[CH2:6][CH2:5]1)=[C:2]=[O:3].Br.Br[CH2:22][CH2:23][CH:24]([NH2:26])[CH3:25].C(N(CC)CC)C.CC(C)([O-])C.[K+], predict the reaction product.